This data is from Reaction yield outcomes from USPTO patents with 853,638 reactions. The task is: Predict the reaction yield, written as a fraction of the theoretical maximum amount of product (1.0 means a 100% yield; for example, 0.34 means a 34% yield). The reactants are [F:1][C:2]1[CH:3]=[C:4]([C@@:12]([NH:34][S@@](C(C)(C)C)=O)([C:20]2[CH:25]=[C:24]([O:26][C:27]([F:32])([F:31])[CH:28]([F:30])[F:29])[CH:23]=[C:22]([F:33])[CH:21]=2)[CH2:13][C:14]2[CH:19]=[CH:18][CH:17]=[CH:16][CH:15]=2)[CH:5]=[CH:6][C:7]=1[O:8][CH:9]([CH3:11])[CH3:10].Cl. The catalyst is CO.CCOCC. The product is [F:1][C:2]1[CH:3]=[C:4]([C@:12]([C:20]2[CH:25]=[C:24]([O:26][C:27]([F:31])([F:32])[CH:28]([F:29])[F:30])[CH:23]=[C:22]([F:33])[CH:21]=2)([NH2:34])[CH2:13][C:14]2[CH:19]=[CH:18][CH:17]=[CH:16][CH:15]=2)[CH:5]=[CH:6][C:7]=1[O:8][CH:9]([CH3:11])[CH3:10]. The yield is 1.00.